Dataset: Forward reaction prediction with 1.9M reactions from USPTO patents (1976-2016). Task: Predict the product of the given reaction. (1) Given the reactants [OH:1][C:2]1[C:3]([CH3:20])=[N:4][CH:5]=[C:6]([CH2:18][OH:19])[C:7]=1[CH2:8][NH:9][C:10]1[CH:17]=[CH:16][C:13]([C:14]#[N:15])=[CH:12][CH:11]=1.Br[CH2:22][C:23]1[CH:28]=[CH:27][C:26]([C:29]#[N:30])=[CH:25][CH:24]=1.C(=O)([O-])[O-].[K+].[K+], predict the reaction product. The product is: [C:29]([C:26]1[CH:27]=[CH:28][C:23]([CH2:22][O:1][C:2]2[C:3]([CH3:20])=[N:4][CH:5]=[C:6]([CH2:18][OH:19])[C:7]=2[CH2:8][NH:9][C:10]2[CH:17]=[CH:16][C:13]([C:14]#[N:15])=[CH:12][CH:11]=2)=[CH:24][CH:25]=1)#[N:30]. (2) Given the reactants [F:1][C:2]([S:5][C:6]1[CH:13]=[CH:12][C:9]([CH:10]=O)=[CH:8][CH:7]=1)([F:4])[F:3].C(O)(=O)[CH2:15][C:16]([OH:18])=[O:17].N1CCCCC1.C(=O)=O.Cl, predict the reaction product. The product is: [F:1][C:2]([S:5][C:6]1[CH:13]=[CH:12][C:9]([CH:10]=[CH:15][C:16]([OH:18])=[O:17])=[CH:8][CH:7]=1)([F:4])[F:3].